Dataset: Catalyst prediction with 721,799 reactions and 888 catalyst types from USPTO. Task: Predict which catalyst facilitates the given reaction. (1) Reactant: [NH2:1][C:2]1[CH:3]=[C:4]([C:8]2[N:13]=[C:12]([NH2:14])[N:11]=[C:10]([NH:15][CH3:16])[CH:9]=2)[CH:5]=[CH:6][CH:7]=1.[C:17](O)(=[O:20])[C:18]#[CH:19].C(N(CC)CC)C.C(P1(=O)OP(CCC)(=O)OP(CCC)(=O)O1)CC. Product: [NH2:14][C:12]1[N:13]=[C:8]([C:4]2[CH:3]=[C:2]([NH:1][C:17](=[O:20])[C:18]#[CH:19])[CH:7]=[CH:6][CH:5]=2)[CH:9]=[C:10]([NH:15][CH3:16])[N:11]=1. The catalyst class is: 10. (2) Reactant: [OH:1][C:2]1[CH:9]=[CH:8][C:5]([CH2:6][OH:7])=[CH:4][CH:3]=1.[C:10](O)(=[O:13])[CH2:11][CH3:12]. Product: [C:10]([O:7][CH2:6][C:5]1[CH:8]=[CH:9][C:2]([OH:1])=[CH:3][CH:4]=1)(=[O:13])[CH2:11][CH3:12]. The catalyst class is: 10. (3) Reactant: [CH2:1]([O:8][C:9]1[CH:14]=[CH:13][N:12]([CH2:15][CH2:16][C:17]2[S:18][C:19]([CH2:22]O)=[CH:20][CH:21]=2)[C:11](=[O:24])[CH:10]=1)[C:2]1[CH:7]=[CH:6][CH:5]=[CH:4][CH:3]=1.[CH2:25]([N:27](CC)[CH2:28][CH3:29])[CH3:26].CS(Cl)(=O)=O.N1CCCC1. Product: [CH2:1]([O:8][C:9]1[CH:14]=[CH:13][N:12]([CH2:15][CH2:16][C:17]2[S:18][C:19]([CH2:22][N:27]3[CH2:28][CH2:29][CH2:26][CH2:25]3)=[CH:20][CH:21]=2)[C:11](=[O:24])[CH:10]=1)[C:2]1[CH:7]=[CH:6][CH:5]=[CH:4][CH:3]=1. The catalyst class is: 2. (4) Reactant: Cl[C:2]1[CH:7]=[N:6][CH:5]=[CH:4][N:3]=1.[N:8]1([C:14]([O:16][C:17]([CH3:20])([CH3:19])[CH3:18])=[O:15])[CH2:13][CH2:12][NH:11][CH2:10][CH2:9]1.C(=O)([O-])[O-].[K+].[K+].O1CCOCC1. The catalyst class is: 650. Product: [N:3]1[CH:4]=[CH:5][N:6]=[CH:7][C:2]=1[N:11]1[CH2:10][CH2:9][N:8]([C:14]([O:16][C:17]([CH3:20])([CH3:19])[CH3:18])=[O:15])[CH2:13][CH2:12]1. (5) Reactant: [O:1]=[C:2]1[NH:7][C:6]2[N:8]=[CH:9][CH:10]=[C:11]([O:12][C:13]3[CH:14]=[CH:15][C:16]4[O:20][C@@H:19]5[C@@H:21]([C:22](O)=[O:23])[C@@H:18]5[C:17]=4[CH:25]=3)[C:5]=2[CH2:4][NH:3]1.CCN(CC)CC.C1C=CC(P([N:47]=[N+:48]=[N-:49])(C2C=CC=CC=2)=O)=CC=1.O. Product: [O:1]=[C:2]1[NH:7][C:6]2[N:8]=[CH:9][CH:10]=[C:11]([O:12][C:13]3[CH:14]=[CH:15][C:16]4[O:20][C@@H:19]5[C@@H:21]([C:22]([N:47]=[N+:48]=[N-:49])=[O:23])[C@@H:18]5[C:17]=4[CH:25]=3)[C:5]=2[CH2:4][NH:3]1. The catalyst class is: 12. (6) The catalyst class is: 2. Reactant: [Cl:1][C:2]1[CH:3]=[CH:4][C:5]([O:26][CH2:27][CH:28]([CH3:30])[CH3:29])=[C:6]([CH2:8][N:9]2[C:13]([CH3:14])=[CH:12][C:11]([C:15]([NH:17][C:18]3[CH:23]=[CH:22][C:21]([CH:24]=O)=[CH:20][N:19]=3)=[O:16])=[N:10]2)[CH:7]=1.[NH:31]1[CH2:36][CH2:35][O:34][CH2:33][CH2:32]1.[BH-](OC(C)=O)(OC(C)=O)OC(C)=O.[Na+].C(O)(=O)C. Product: [Cl:1][C:2]1[CH:3]=[CH:4][C:5]([O:26][CH2:27][CH:28]([CH3:30])[CH3:29])=[C:6]([CH2:8][N:9]2[C:13]([CH3:14])=[CH:12][C:11]([C:15]([NH:17][C:18]3[CH:23]=[CH:22][C:21]([CH2:24][N:31]4[CH2:36][CH2:35][O:34][CH2:33][CH2:32]4)=[CH:20][N:19]=3)=[O:16])=[N:10]2)[CH:7]=1. (7) Reactant: C([Li])CCC.[C:6]([C:8]1[CH:13]=[CH:12][CH:11]=[CH:10][N:9]=1)#[CH:7].[C:14](=[O:16])=[O:15]. Product: [N:9]1[CH:10]=[CH:11][CH:12]=[CH:13][C:8]=1[C:6]#[C:7][C:14]([OH:16])=[O:15]. The catalyst class is: 1.